This data is from Catalyst prediction with 721,799 reactions and 888 catalyst types from USPTO. The task is: Predict which catalyst facilitates the given reaction. Reactant: [N:1]1([C:6]2[CH:18]=[CH:17][C:16]3[C:15]4[C:10](=[CH:11][CH:12]=[CH:13][CH:14]=4)[N:9]([C:19]4[CH:31]=[CH:30][C:29]5[C:28]6[C:23](=[CH:24][CH:25]=[CH:26][CH:27]=6)[NH:22][C:21]=5[CH:20]=4)[C:8]=3[CH:7]=2)[CH:5]=[CH:4][CH:3]=[N:2]1.Cl[C:33]1[CH:38]=[C:37]([C:39]2[CH:44]=[CH:43][CH:42]=[CH:41][CH:40]=2)[CH:36]=[CH:35][N:34]=1.CC(P(C(C)(C)C)C1C(C2C=CC=CC=2)=CC=CC=1)(C)C.CC([O-])(C)C.[Na+]. Product: [C:39]1([C:37]2[CH:38]=[CH:33][N:34]=[C:35]([N:22]3[C:21]4[CH:20]=[C:19]([N:9]5[C:8]6[CH:7]=[C:6]([N:1]7[CH:5]=[CH:4][CH:3]=[N:2]7)[CH:18]=[CH:17][C:16]=6[C:15]6[C:10]5=[CH:11][CH:12]=[CH:13][CH:14]=6)[CH:31]=[CH:30][C:29]=4[C:28]4[C:23]3=[CH:24][CH:25]=[CH:26][CH:27]=4)[CH:36]=2)[CH:40]=[CH:41][CH:42]=[CH:43][CH:44]=1. The catalyst class is: 110.